Dataset: Reaction yield outcomes from USPTO patents with 853,638 reactions. Task: Predict the reaction yield, written as a fraction of the theoretical maximum amount of product (1.0 means a 100% yield; for example, 0.34 means a 34% yield). (1) The reactants are [NH2:1][C:2]1[C:3]([C:9]([NH:11][NH2:12])=O)=[N:4][C:5]([Br:8])=[CH:6][N:7]=1.Cl.Cl.[NH2:15][C:16]1[CH:17]=[C:18]([CH:22]=[CH:23][CH:24]=1)[C:19](N)=[NH:20].CC[O-].[Na+].O. The catalyst is CN(C=O)C. The product is [NH2:15][C:16]1[CH:17]=[C:18]([C:19]2[NH:20][C:9]([C:3]3[C:2]([NH2:1])=[N:7][CH:6]=[C:5]([Br:8])[N:4]=3)=[N:11][N:12]=2)[CH:22]=[CH:23][CH:24]=1. The yield is 1.00. (2) The reactants are [CH3:1][C:2]1[NH:3][C:4](=[O:9])[CH:5]=[C:6]([CH3:8])[N:7]=1.Br[CH2:11][CH2:12][O:13][C:14]1[CH:21]=[CH:20][C:17]([CH:18]=[O:19])=[CH:16][CH:15]=1.C([O-])([O-])=O.[K+].[K+]. No catalyst specified. The product is [CH3:1][C:2]1[N:3]([CH2:11][CH2:12][O:13][C:14]2[CH:21]=[CH:20][C:17]([CH:18]=[O:19])=[CH:16][CH:15]=2)[C:4](=[O:9])[CH:5]=[C:6]([CH3:8])[N:7]=1. The yield is 0.300. (3) The reactants are [CH:1]1([C:4](Cl)=[O:5])[CH2:3][CH2:2]1.[CH2:7]([NH:14][C:15]([C:17]1[S:21][C:20]([NH2:22])=[N:19][C:18]=1[CH3:23])=[O:16])[C:8]1[CH:13]=[CH:12][CH:11]=[CH:10][CH:9]=1. No catalyst specified. The product is [CH2:7]([NH:14][C:15]([C:17]1[S:21][C:20]([NH:22][C:4]([CH:1]2[CH2:3][CH2:2]2)=[O:5])=[N:19][C:18]=1[CH3:23])=[O:16])[C:8]1[CH:13]=[CH:12][CH:11]=[CH:10][CH:9]=1. The yield is 0.870. (4) The reactants are Br[C:2]1[CH:7]=[C:6]([Cl:8])[C:5]([CH2:9][O:10][C:11]2[CH:16]=[CH:15][C:14]([Cl:17])=[C:13]([Cl:18])[CH:12]=2)=[CH:4][C:3]=1[F:19].[Cu][C:21]#[N:22]. The catalyst is [Cu]I.CN1C(=O)CCC1. The product is [Cl:8][C:6]1[C:5]([CH2:9][O:10][C:11]2[CH:16]=[CH:15][C:14]([Cl:17])=[C:13]([Cl:18])[CH:12]=2)=[CH:4][C:3]([F:19])=[C:2]([CH:7]=1)[C:21]#[N:22]. The yield is 0.520. (5) The reactants are C(I)=C.[F-].[K+].[CH3:6][O:7][C:8]1C=[C:10](B(O)O)[CH:11]=[CH:12][C:13]=1OC.C([O:21]CC)C.[CH2:24]1[CH2:28][O:27][CH2:26][CH2:25]1. The catalyst is C([O-])(=O)C.[Pd+2].C([O-])(=O)C. The product is [CH3:6][O:7][C:8](=[O:21])[C:13]1[CH:12]=[CH:11][CH:10]=[C:24]([CH3:25])[C:28]=1[O:27][CH3:26]. The yield is 0.620. (6) The reactants are Cl[C:2]1[CH:9]=[CH:8][C:5]([C:6]#[N:7])=[CH:4][C:3]=1[N+:10]([O-:12])=[O:11].[C:13]1(B(O)O)[CH:18]=[CH:17][CH:16]=[CH:15][CH:14]=1.C1(P(C2CCCCC2)C2C=CC=CC=2C2C(OC)=CC=CC=2OC)CCCCC1.O.[O-]P([O-])([O-])=O.[K+].[K+].[K+]. The catalyst is O.C1C=CC(/C=C/C(/C=C/C2C=CC=CC=2)=O)=CC=1.C1C=CC(/C=C/C(/C=C/C2C=CC=CC=2)=O)=CC=1.C1C=CC(/C=C/C(/C=C/C2C=CC=CC=2)=O)=CC=1.[Pd].[Pd].C1(C)C=CC=CC=1. The product is [N+:10]([C:3]1[CH:4]=[C:5]([C:6]#[N:7])[CH:8]=[CH:9][C:2]=1[C:13]1[CH:18]=[CH:17][CH:16]=[CH:15][CH:14]=1)([O-:12])=[O:11]. The yield is 0.722.